This data is from Peptide-MHC class I binding affinity with 185,985 pairs from IEDB/IMGT. The task is: Regression. Given a peptide amino acid sequence and an MHC pseudo amino acid sequence, predict their binding affinity value. This is MHC class I binding data. (1) The peptide sequence is AALEGLSGF. The MHC is HLA-A02:19 with pseudo-sequence HLA-A02:19. The binding affinity (normalized) is 0.0847. (2) The peptide sequence is FVNFVKDMI. The MHC is HLA-A31:01 with pseudo-sequence HLA-A31:01. The binding affinity (normalized) is 0. (3) The peptide sequence is NKKTFDHT. The MHC is H-2-Db with pseudo-sequence H-2-Db. The binding affinity (normalized) is 0.